From a dataset of Retrosynthesis with 50K atom-mapped reactions and 10 reaction types from USPTO. Predict the reactants needed to synthesize the given product. (1) Given the product CCOC(=O)c1c(NCCOC)c2cnc(-c3ccccc3)nc2n(CCOC)c1=O, predict the reactants needed to synthesize it. The reactants are: CCOC(=O)c1c(Cl)c2cnc(-c3ccccc3)nc2n(CCOC)c1=O.COCCN. (2) Given the product C[Si](C)(C)CCOCn1cc(Cl)c2nc(NC(=O)NC3CCCCC3)cnc21, predict the reactants needed to synthesize it. The reactants are: C[Si](C)(C)CCOCn1cc(Cl)c2nc(N)cnc21.O=C=NC1CCCCC1. (3) The reactants are: COCOc1cc(OC)ccc1C(=O)c1cccc(OCc2nc(-c3ccccc3)oc2C)c1. Given the product COc1ccc(C(=O)c2cccc(OCc3nc(-c4ccccc4)oc3C)c2)c(O)c1, predict the reactants needed to synthesize it. (4) Given the product CCOC(=O)c1cc2cc(B3OC(C)(C)C(C)(C)O3)ccc2[nH]1, predict the reactants needed to synthesize it. The reactants are: CC1(C)OB(B2OC(C)(C)C(C)(C)O2)OC1(C)C.CCOC(=O)c1cc2cc(Br)ccc2[nH]1. (5) Given the product Cc1cc(-c2cnc3c(NCCC(F)(F)F)nc(CN)cn23)ccc1C(=O)NC1CC1, predict the reactants needed to synthesize it. The reactants are: Cc1cc(-c2cnc3c(NCCC(F)(F)F)nc(C#N)cn23)ccc1C(=O)NC1CC1. (6) Given the product C#Cc1cc(CNC(=O)C=Cc2ccc(C(F)(F)F)nc2OC2CCOC2)cc(F)c1NS(C)(=O)=O, predict the reactants needed to synthesize it. The reactants are: C#Cc1cc(CNC(=O)C=Cc2ccc(C(F)(F)F)nc2Cl)cc(F)c1NS(C)(=O)=O.OC1CCOC1. (7) Given the product O=C(O)c1cc(N2CCOCC2)ccc1OCc1ccccc1, predict the reactants needed to synthesize it. The reactants are: COC(=O)c1cc(N2CCOCC2)ccc1OCc1ccccc1.